From a dataset of Full USPTO retrosynthesis dataset with 1.9M reactions from patents (1976-2016). Predict the reactants needed to synthesize the given product. (1) Given the product [OH:6][C:5]1[C:2]([CH3:1])([C:8]2[CH:13]=[CH:12][CH:11]=[CH:10][CH:9]=2)[C:3](=[O:7])[C:4]=1[CH:20]([C:19]1[S:18][C:17]2[CH:28]=[CH:29][CH:30]=[CH:31][C:16]=2[C:15]=1[CH3:14])[C:22]1[CH:23]=[CH:24][CH:25]=[CH:26][CH:27]=1, predict the reactants needed to synthesize it. The reactants are: [CH3:1][C:2]1([C:8]2[CH:13]=[CH:12][CH:11]=[CH:10][CH:9]=2)[C:5](=[O:6])[CH2:4][C:3]1=[O:7].[CH3:14][C:15]1[C:16]2[CH:31]=[CH:30][CH:29]=[CH:28][C:17]=2[S:18][C:19]=1[CH:20]([C:22]1[CH:27]=[CH:26][CH:25]=[CH:24][CH:23]=1)O. (2) Given the product [C:1]([C:9]1[CH:10]=[C:11]([CH2:21][C:22]([N:28]([CH2:29][CH2:30][CH3:31])[CH2:25][CH2:26][CH3:27])=[O:24])[C:12]2[C:17]([CH:18]=1)=[CH:16][CH:15]=[C:14]([O:19][CH3:20])[CH:13]=2)(=[O:8])[C:2]1[CH:7]=[CH:6][CH:5]=[CH:4][CH:3]=1, predict the reactants needed to synthesize it. The reactants are: [C:1]([C:9]1[CH:10]=[C:11]([CH2:21][C:22]([OH:24])=O)[C:12]2[C:17]([CH:18]=1)=[CH:16][CH:15]=[C:14]([O:19][CH3:20])[CH:13]=2)(=[O:8])[C:2]1[CH:7]=[CH:6][CH:5]=[CH:4][CH:3]=1.[CH2:25]([NH:28][CH2:29][CH2:30][CH3:31])[CH2:26][CH3:27].C1C=CC2N(O)N=NC=2C=1.CCN(C(C)C)C(C)C. (3) Given the product [F:36][C:37]([F:42])([F:41])[C:38]([OH:40])=[O:39].[NH2:7][CH2:8][C:9]1[N:10]=[N:11][C:12]([C:15]2[CH:16]=[CH:17][C:18]([C@@H:21]([OH:25])[C@H:22]([NH:23][C:28](=[O:32])[CH:29]([F:30])[F:31])[CH2:33][F:34])=[CH:19][CH:20]=2)=[CH:13][CH:14]=1, predict the reactants needed to synthesize it. The reactants are: C(OC(=O)[NH:7][CH2:8][C:9]1[N:10]=[N:11][C:12]([C:15]2[CH:20]=[CH:19][C:18]([C@H:21]3[O:25]C(C)(C)[N:23]([C:28](=[O:32])[CH:29]([F:31])[F:30])[C@@H:22]3[CH2:33][F:34])=[CH:17][CH:16]=2)=[CH:13][CH:14]=1)(C)(C)C.[F:36][C:37]([F:42])([F:41])[C:38]([OH:40])=[O:39]. (4) Given the product [OH:15][N:14]=[C:9]([C:6]1[CH:7]=[CH:8][C:3]([O:2][CH3:1])=[CH:4][CH:5]=1)[CH2:10][CH3:11], predict the reactants needed to synthesize it. The reactants are: [CH3:1][O:2][C:3]1[CH:8]=[CH:7][C:6]([C:9](=O)[CH2:10][CH3:11])=[CH:5][CH:4]=1.Cl.[NH2:14][OH:15].C(N(CC)CC)C. (5) Given the product [Br:9][C:5]1[S:1][CH:2]=[C:3]([C:6]([OH:8])=[O:7])[CH:4]=1, predict the reactants needed to synthesize it. The reactants are: [S:1]1[CH:5]=[CH:4][C:3]([C:6]([OH:8])=[O:7])=[CH:2]1.[Br:9]Br. (6) Given the product [C:32]([O:31]/[C:27](/[O:30][Si:40]([C:37]([CH3:39])([CH3:38])[CH3:36])([CH3:42])[CH3:41])=[CH:28]\[CH3:29])([CH3:35])([CH3:34])[CH3:33], predict the reactants needed to synthesize it. The reactants are: [Li]CCCC.C1CCCCC1.N(C(C)C)C(C)C.[Li+].CC([N-]C(C)C)C.[C:27]([O:31][C:32]([CH3:35])([CH3:34])[CH3:33])(=[O:30])[CH2:28][CH3:29].[CH3:36][C:37]([Si:40](Cl)([CH3:42])[CH3:41])([CH3:39])[CH3:38]. (7) Given the product [I:23][C:17]1[CH:16]=[C:15]([O:14][CH3:13])[N:20]=[CH:19][C:18]=1[CH:21]=[O:22], predict the reactants needed to synthesize it. The reactants are: C([Li])CCC.CN(C)CCNC.[CH3:13][O:14][C:15]1[N:20]=[CH:19][C:18]([CH:21]=[O:22])=[CH:17][CH:16]=1.[I:23]I.[Cl-].[Na+].